Predict the product of the given reaction. From a dataset of Forward reaction prediction with 1.9M reactions from USPTO patents (1976-2016). Given the reactants [OH:1][C:2]1[CH:3]=[C:4]([C:8]2[N:33]=[C:11]3[CH:12]=[C:13]([NH:16][C:17]([C:19]4[N:20]([CH3:32])[N:21]=[CH:22][C:23]=4[C:24]([N:26]4[CH2:31][CH2:30][O:29][CH2:28][CH2:27]4)=[O:25])=[O:18])[CH:14]=[CH:15][N:10]3[N:9]=2)[CH:5]=[CH:6][CH:7]=1.[F:34][CH2:35]OS(C1C=CC(C)=CC=1)(=O)=O, predict the reaction product. The product is: [F:34][CH2:35][O:1][C:2]1[CH:3]=[C:4]([C:8]2[N:33]=[C:11]3[CH:12]=[C:13]([NH:16][C:17]([C:19]4[N:20]([CH3:32])[N:21]=[CH:22][C:23]=4[C:24]([N:26]4[CH2:27][CH2:28][O:29][CH2:30][CH2:31]4)=[O:25])=[O:18])[CH:14]=[CH:15][N:10]3[N:9]=2)[CH:5]=[CH:6][CH:7]=1.